This data is from Full USPTO retrosynthesis dataset with 1.9M reactions from patents (1976-2016). The task is: Predict the reactants needed to synthesize the given product. (1) The reactants are: Cl.Cl.[CH:3]1([NH:7][NH2:8])[CH2:6][CH2:5][CH2:4]1.[O-]CC.[Na+].C(O[CH:16]=[C:17]([C:20]#[N:21])[C:18]#[N:19])C. Given the product [NH2:21][C:20]1[N:7]([CH:3]2[CH2:6][CH2:5][CH2:4]2)[N:8]=[CH:16][C:17]=1[C:18]#[N:19], predict the reactants needed to synthesize it. (2) Given the product [C:8]1([B:12]([OH:17])[OH:13])[CH:7]=[CH:6][CH:11]=[CH:10][CH:9]=1, predict the reactants needed to synthesize it. The reactants are: [Li]CCCC.[CH3:6][CH2:7][CH2:8][CH2:9][CH2:10][CH3:11].[B:12](OC(C)C)([O:17]C(C)C)[O:13]C(C)C.